From a dataset of Forward reaction prediction with 1.9M reactions from USPTO patents (1976-2016). Predict the product of the given reaction. (1) Given the reactants [CH3:1][N:2]1[C:10]2[C:5](=[CH:6][CH:7]=[CH:8][CH:9]=2)[C:4]([CH2:11][NH:12][C:13]2[CH:18]=[CH:17][CH:16]=[CH:15][C:14]=2[NH2:19])=[CH:3]1.[C:20](=S)=[S:21], predict the reaction product. The product is: [CH3:1][N:2]1[C:10]2[C:5](=[CH:6][CH:7]=[CH:8][CH:9]=2)[C:4]([CH2:11][N:12]2[C:13]3[CH:18]=[CH:17][CH:16]=[CH:15][C:14]=3[N:19]=[C:20]2[SH:21])=[CH:3]1. (2) Given the reactants [CH3:1][C:2]([CH3:15])=[CH:3][C:4](/[N:6]=[C:7](/[N:10]1[CH2:14][CH2:13][CH2:12][CH2:11]1)\SC)=O.C(O)(=O)C(O)=O.[CH2:22]([NH:24][NH2:25])[CH3:23].C(N(CC)C(C)C)(C)C, predict the reaction product. The product is: [CH2:22]([N:24]1[C:4]([CH:3]=[C:2]([CH3:15])[CH3:1])=[N:6][C:7]([N:10]2[CH2:14][CH2:13][CH2:12][CH2:11]2)=[N:25]1)[CH3:23]. (3) Given the reactants S(=O)(=O)(O)O.[Br:6][C:7]1[CH:13]=[CH:12][C:10](N)=[C:9]([F:14])[CH:8]=1.N([O-])=O.[Na+].NS(O)(=O)=O.[C:24]([OH:28])(=[O:27])[CH:25]=[CH2:26], predict the reaction product. The product is: [Br:6][C:7]1[CH:13]=[CH:12][C:10]([CH:26]=[CH:25][C:24]([OH:28])=[O:27])=[C:9]([F:14])[CH:8]=1.